From a dataset of Catalyst prediction with 721,799 reactions and 888 catalyst types from USPTO. Predict which catalyst facilitates the given reaction. (1) Reactant: [F:1][CH:2]([C:17]1[CH:22]=[CH:21][C:20]([C:23]2[CH:28]=[C:27]([O:29][CH3:30])[CH:26]=[CH:25][C:24]=2[F:31])=[C:19]([CH2:32][C:33]([CH3:36])([CH3:35])[CH3:34])[N:18]=1)[CH2:3][C:4]1[CH:5]=[C:6]([CH2:10][CH2:11][C:12]([O:14]CC)=[O:13])[CH:7]=[CH:8][CH:9]=1.[OH-].[Na+]. Product: [CH3:34][C:33]([CH3:36])([CH3:35])[CH2:32][C:19]1[N:18]=[C:17]([CH:2]([F:1])[CH2:3][C:4]2[CH:5]=[C:6]([CH2:10][CH2:11][C:12]([OH:14])=[O:13])[CH:7]=[CH:8][CH:9]=2)[CH:22]=[CH:21][C:20]=1[C:23]1[CH:28]=[C:27]([O:29][CH3:30])[CH:26]=[CH:25][C:24]=1[F:31]. The catalyst class is: 36. (2) Reactant: [C:1]([C:4]1[C:5]([O:23][CH3:24])=[C:6]([CH:12]2[CH2:15][N:14]([C:16]([O:18][C:19]([CH3:22])([CH3:21])[CH3:20])=[O:17])[CH2:13]2)[C:7]([F:11])=[C:8]([Cl:10])[CH:9]=1)(=[O:3])[CH3:2].[BH4-].[Na+]. Product: [Cl:10][C:8]1[C:7]([F:11])=[C:6]([CH:12]2[CH2:13][N:14]([C:16]([O:18][C:19]([CH3:22])([CH3:21])[CH3:20])=[O:17])[CH2:15]2)[C:5]([O:23][CH3:24])=[C:4]([CH:1]([OH:3])[CH3:2])[CH:9]=1. The catalyst class is: 24.